From a dataset of Experimentally validated miRNA-target interactions with 360,000+ pairs, plus equal number of negative samples. Binary Classification. Given a miRNA mature sequence and a target amino acid sequence, predict their likelihood of interaction. The miRNA is hsa-miR-766-3p with sequence ACUCCAGCCCCACAGCCUCAGC. The protein sequence of the target gene is MSCAEVMYHPQPYGASQYLPNPMAATTCPTAYYQPAPQPGQQKKLAVFSKMQDSLEVTLPSKQEEEDEEEEEEEKDQPAEMEYLNSRCVLFTYFQGDIGSVVDEHFSRALGQAITLHPESAISKSKMGLTPLWRDSSALSSQRNSFPTSFWTSSYQPPPAPCLGGVHPDFQVTGPPGTFSAADPSPWPGHNLHQTGPAPPPAVSESWPYPLTSQVSPSYSHMHDVYMRHHHPHAHMHHRHRHHHHHHHPPAGSALDPSYGPLLMPSVHAARIPAPQCDITKTEPTTVTSATSAWAGAFHG.... Result: 1 (interaction).